From a dataset of Forward reaction prediction with 1.9M reactions from USPTO patents (1976-2016). Predict the product of the given reaction. (1) Given the reactants C([N:9]1[C:17]2[C:12](=[CH:13][CH:14]=[CH:15][CH:16]=2)[C:11](=[C:18](Cl)[C:19]2[CH:24]=[CH:23][CH:22]=[CH:21][CH:20]=2)[C:10]1=[O:26])(=O)C1C=CC=CC=1.[NH2:27][C:28]1[CH:29]=[C:30]([CH:34]=[CH:35][CH:36]=1)[C:31]([NH2:33])=[O:32].[OH-].[Na+], predict the reaction product. The product is: [NH2:33][C:31]([C:30]1[CH:29]=[C:28]([NH:27]/[C:18](=[C:11]2\[C:10](=[O:26])[NH:9][C:17]3[C:12]\2=[CH:13][CH:14]=[CH:15][CH:16]=3)/[C:19]2[CH:20]=[CH:21][CH:22]=[CH:23][CH:24]=2)[CH:36]=[CH:35][CH:34]=1)=[O:32]. (2) Given the reactants [Cl:1][C:2]1[N:7]=[C:6]([NH:8][C:9](=[O:15])[O:10][C:11]([CH3:14])([CH3:13])[CH3:12])[CH:5]=[CH:4][CH:3]=1.C([Li])CCC.[F:21][C:22]([F:32])([F:31])[C:23](N1CCOCC1)=[O:24].[Cl-].[NH4+], predict the reaction product. The product is: [Cl:1][C:2]1[N:7]=[C:6]([NH:8][C:9](=[O:15])[O:10][C:11]([CH3:12])([CH3:14])[CH3:13])[C:5]([C:23](=[O:24])[C:22]([F:32])([F:31])[F:21])=[CH:4][CH:3]=1. (3) Given the reactants C([O-])=O.[NH4+].C([N:12]1[CH2:17][CH2:16][N:15]([C:18]([C:20]2[CH:25]=[CH:24][CH:23]=[CH:22][C:21]=2[C:26]([F:29])([F:28])[F:27])=[O:19])[CH2:14][CH2:13]1)C1C=CC=CC=1, predict the reaction product. The product is: [N:15]1([C:18]([C:20]2[CH:25]=[CH:24][CH:23]=[CH:22][C:21]=2[C:26]([F:28])([F:27])[F:29])=[O:19])[CH2:16][CH2:17][NH:12][CH2:13][CH2:14]1. (4) Given the reactants Cl.[F:2][C:3]1[CH:8]=[C:7]([O:9][CH2:10][CH:11]2[CH2:16][CH2:15][NH:14][CH2:13][CH2:12]2)[CH:6]=[CH:5][C:4]=1[C:17]1[CH:22]=[CH:21][C:20]([OH:23])=[CH:19][CH:18]=1.[F:24][C:25]([F:34])([F:33])[C:26]1([C:30](O)=[O:31])[CH2:29][CH2:28][CH2:27]1.F[P-](F)(F)(F)(F)F.N1(O[P+](N(C)C)(N(C)C)N(C)C)C2[CH:47]=[CH:48][CH:49]=[CH:50][C:45]=2N=N1.[OH2:62], predict the reaction product. The product is: [F:24][C:25]([F:34])([F:33])[C:48]1([C:47]([O:23][C:20]2[CH:19]=[CH:18][C:17]([C:4]3[CH:5]=[CH:6][C:7]([O:9][CH2:10][CH:11]4[CH2:16][CH2:15][N:14]([C:30]([C:26]5([C:25]([F:34])([F:33])[F:24])[CH2:29][CH2:28][CH2:27]5)=[O:31])[CH2:13][CH2:12]4)=[CH:8][C:3]=3[F:2])=[CH:22][CH:21]=2)=[O:62])[CH2:49][CH2:50][CH2:45]1. (5) The product is: [CH3:9][O:8][C:5]1[CH:4]=[N:3][C:2]([NH:1][C:16](=[O:22])[CH2:17][CH2:18][CH2:19][CH2:20][CH3:21])=[N:7][CH:6]=1. Given the reactants [NH2:1][C:2]1[N:7]=[CH:6][C:5]([O:8][CH3:9])=[CH:4][N:3]=1.N1C=CC=CC=1.[C:16](Cl)(=[O:22])[CH2:17][CH2:18][CH2:19][CH2:20][CH3:21].NCC(O)=O, predict the reaction product. (6) Given the reactants [H-].[H-].[H-].[H-].[Li+].[Al+3].[Al+3].[Cl-].[Cl-].[Cl-].O=[C:12]1[C:15]2([CH2:20][CH2:19][N:18]([C:21]([O:23][C:24]([CH3:27])([CH3:26])[CH3:25])=[O:22])[CH2:17][CH2:16]2)[CH:14]([C:28]2[CH:33]=[CH:32][C:31]([Cl:34])=[CH:30][CH:29]=2)[N:13]1[CH:35]([CH3:37])[CH3:36], predict the reaction product. The product is: [Cl:34][C:31]1[CH:30]=[CH:29][C:28]([CH:14]2[C:15]3([CH2:16][CH2:17][N:18]([C:21]([O:23][C:24]([CH3:26])([CH3:25])[CH3:27])=[O:22])[CH2:19][CH2:20]3)[CH2:12][N:13]2[CH:35]([CH3:37])[CH3:36])=[CH:33][CH:32]=1. (7) Given the reactants [CH2:1]([C:3]1([C:16]([O:18][CH2:19][CH3:20])=[O:17])[CH2:8][CH2:7][N:6](C(OC(C)(C)C)=O)[CH2:5][CH2:4]1)[CH3:2].FC(F)(F)C(O)=O.C([O-])(O)=O.[Na+], predict the reaction product. The product is: [CH2:1]([C:3]1([C:16]([O:18][CH2:19][CH3:20])=[O:17])[CH2:4][CH2:5][NH:6][CH2:7][CH2:8]1)[CH3:2]. (8) Given the reactants [CH3:1][O:2][C:3](=[O:29])[C:4]1[CH:9]=[C:8](Br)[CH:7]=[CH:6][C:5]=1[CH2:11][N:12]1[CH:17]=[C:16]2[N:18]=[C:19]([C:21]3[CH:26]=[CH:25][CH:24]=[C:23]([F:27])[C:22]=3[F:28])[N:20]=[C:15]2[CH:14]=[N:13]1.[CH3:30][O:31][C:32]1[CH:37]=[CH:36][C:35](B(O)O)=[C:34]([C:41]([F:44])([F:43])[F:42])[CH:33]=1.C(=O)([O-])[O-].[K+].[K+].C1(C)C=CC=CC=1, predict the reaction product. The product is: [CH3:1][O:2][C:3]([C:4]1[CH:9]=[C:8]([C:35]2[CH:36]=[CH:37][C:32]([O:31][CH3:30])=[CH:33][C:34]=2[C:41]([F:42])([F:43])[F:44])[CH:7]=[CH:6][C:5]=1[CH2:11][N:12]1[CH:17]=[C:16]2[N:18]=[C:19]([C:21]3[CH:26]=[CH:25][CH:24]=[C:23]([F:27])[C:22]=3[F:28])[N:20]=[C:15]2[CH:14]=[N:13]1)=[O:29]. (9) Given the reactants C([O:4][CH2:5]/[CH:6]=[C:7](\[CH3:15])/[CH2:8][C:9]1[CH2:14][CH2:13][CH2:12][CH2:11][CH:10]=1)(=O)C.[OH-].[Na+], predict the reaction product. The product is: [C:9]1([CH2:8]/[C:7](/[CH3:15])=[CH:6]/[CH2:5][OH:4])[CH2:14][CH2:13][CH2:12][CH2:11][CH:10]=1.